From a dataset of Full USPTO retrosynthesis dataset with 1.9M reactions from patents (1976-2016). Predict the reactants needed to synthesize the given product. (1) Given the product [C:2]([C:4]1[C:5]([O:37][CH2:38][CH2:39][O:40][CH3:41])=[CH:6][C:7]([NH:10][C:11]([N:13]2[C:22]3[C:17](=[CH:18][C:19]([CH2:28][N:29]4[CH2:34][CH2:33][N:32]([CH3:35])[CH2:31][C:30]4=[O:36])=[C:20]([CH:23]=[O:24])[N:21]=3)[CH2:16][CH2:15][CH2:14]2)=[O:12])=[N:8][CH:9]=1)#[N:3], predict the reactants needed to synthesize it. The reactants are: Cl.[C:2]([C:4]1[C:5]([O:37][CH2:38][CH2:39][O:40][CH3:41])=[CH:6][C:7]([NH:10][C:11]([N:13]2[C:22]3[C:17](=[CH:18][C:19]([CH2:28][N:29]4[CH2:34][CH2:33][N:32]([CH3:35])[CH2:31][C:30]4=[O:36])=[C:20]([CH:23](OC)[O:24]C)[N:21]=3)[CH2:16][CH2:15][CH2:14]2)=[O:12])=[N:8][CH:9]=1)#[N:3].C([O-])(O)=O.[Na+]. (2) Given the product [CH3:28][O:27][C:22]1[CH:23]=[CH:24][CH:25]=[CH:26][C:21]=1[O:20][CH:14]([CH2:13][CH2:12][CH:11]=[CH:10][C:3]1[CH:4]=[C:5]([O:8][CH3:9])[CH:6]=[CH:7][C:2]=1[O:1][CH2:35][C:34]1[CH:33]=[CH:32][C:31]([C:30]([F:29])([F:39])[F:40])=[CH:38][CH:37]=1)[C:15]([O:17][CH2:18][CH3:19])=[O:16], predict the reactants needed to synthesize it. The reactants are: [OH:1][C:2]1[CH:7]=[CH:6][C:5]([O:8][CH3:9])=[CH:4][C:3]=1[CH:10]=[CH:11][CH2:12][CH2:13][CH:14]([O:20][C:21]1[CH:26]=[CH:25][CH:24]=[CH:23][C:22]=1[O:27][CH3:28])[C:15]([O:17][CH2:18][CH3:19])=[O:16].[F:29][C:30]([F:40])([F:39])[C:31]1[CH:38]=[CH:37][C:34]([CH2:35]O)=[CH:33][CH:32]=1.C1(P(C2C=CC=CC=2)C2C=CC=CC=2)C=CC=CC=1.N(C(OC(C)C)=O)=NC(OC(C)C)=O. (3) The reactants are: [CH3:1][C:2]1[N:6]([CH:7]([CH3:9])[CH3:8])[C:5]([C:10]2[CH:15]=[CH:14][N:13]=[C:12]([NH:16][CH:17]3[CH2:22][CH2:21][N:20](S(CCCN4CCCC4)(=O)=O)[CH2:19][CH2:18]3)[N:11]=2)=[CH:4][N:3]=1.[CH2:34](N1CCC(N)CC1)[CH2:35][CH3:36]. Given the product [CH3:1][C:2]1[N:6]([CH:7]([CH3:8])[CH3:9])[C:5]([C:10]2[CH:15]=[CH:14][N:13]=[C:12]([NH:16][CH:17]3[CH2:18][CH2:19][N:20]([CH2:34][CH2:35][CH3:36])[CH2:21][CH2:22]3)[N:11]=2)=[CH:4][N:3]=1, predict the reactants needed to synthesize it. (4) Given the product [CH2:1]([O:8][C:9]1[CH:10]=[CH:11][C:12]([C:15]2[N:19]([CH:20]3[CH2:25][CH2:24][CH2:23][CH2:22][CH2:21]3)[N:18]=[C:17](/[CH:26]=[CH:27]/[C:28]([OH:30])=[O:29])[C:16]=2[C:32]2[CH:37]=[CH:36][CH:35]=[CH:34][CH:33]=2)=[CH:13][CH:14]=1)[C:2]1[CH:3]=[CH:4][CH:5]=[CH:6][CH:7]=1, predict the reactants needed to synthesize it. The reactants are: [CH2:1]([O:8][C:9]1[CH:14]=[CH:13][C:12]([C:15]2[N:19]([CH:20]3[CH2:25][CH2:24][CH2:23][CH2:22][CH2:21]3)[N:18]=[C:17](/[CH:26]=[CH:27]/[C:28]([O:30]C)=[O:29])[C:16]=2[C:32]2[CH:37]=[CH:36][CH:35]=[CH:34][CH:33]=2)=[CH:11][CH:10]=1)[C:2]1[CH:7]=[CH:6][CH:5]=[CH:4][CH:3]=1.C1(N2C(C3C=CC(OCC4C=CC=CC=4)=CC=3)=CC(/C=C/C(O)=O)=N2)CCCCC1. (5) The reactants are: [C:1]([O:5][C:6]([N:8]1[CH2:13][CH2:12][C@:11]([OH:27])([C:14]2[CH:19]=[CH:18][C:17]([CH2:20][O:21][CH2:22][C@@H:23]([CH3:26])[CH2:24][OH:25])=[CH:16][CH:15]=2)[C@@H:10]([O:28][CH2:29][C:30]2[CH:31]=[CH:32][C:33]3[O:38][CH2:37][CH2:36][N:35]([CH2:39][CH2:40][CH2:41][O:42][CH3:43])[C:34]=3[CH:44]=2)[CH2:9]1)=[O:7])([CH3:4])([CH3:3])[CH3:2].CCN(CC)CC.[C:52]1([CH3:62])[CH:57]=[CH:56][C:55]([S:58](Cl)(=[O:60])=[O:59])=[CH:54][CH:53]=1.C([O-])(O)=O.[Na+]. Given the product [C:1]([O:5][C:6]([N:8]1[CH2:13][CH2:12][C@:11]([OH:27])([C:14]2[CH:15]=[CH:16][C:17]([CH2:20][O:21][CH2:22][C@@H:23]([CH3:26])[CH2:24][O:25][S:58]([C:55]3[CH:56]=[CH:57][C:52]([CH3:62])=[CH:53][CH:54]=3)(=[O:60])=[O:59])=[CH:18][CH:19]=2)[C@@H:10]([O:28][CH2:29][C:30]2[CH:31]=[CH:32][C:33]3[O:38][CH2:37][CH2:36][N:35]([CH2:39][CH2:40][CH2:41][O:42][CH3:43])[C:34]=3[CH:44]=2)[CH2:9]1)=[O:7])([CH3:3])([CH3:2])[CH3:4], predict the reactants needed to synthesize it. (6) Given the product [O:14]1[C@H:11]([C@@H:10]([O:9][C:8]2[CH:25]=[CH:26][CH:27]=[CH:28][C:7]=2[O:6][CH2:4][CH3:5])[C:19]2[CH:24]=[CH:23][CH:22]=[CH:21][CH:20]=2)[CH2:12]1, predict the reactants needed to synthesize it. The reactants are: [OH-].[Na+].O.[CH2:4]([O:6][C:7]1[CH:28]=[CH:27][CH:26]=[CH:25][C:8]=1[O:9][C@@H:10]([C:19]1[CH:24]=[CH:23][CH:22]=[CH:21][CH:20]=1)[C@H:11]([O:14]S(C)(=O)=O)[CH2:12]O)[CH3:5].